This data is from Reaction yield outcomes from USPTO patents with 853,638 reactions. The task is: Predict the reaction yield, written as a fraction of the theoretical maximum amount of product (1.0 means a 100% yield; for example, 0.34 means a 34% yield). The catalyst is C(Cl)Cl.Cl[Ti](Cl)(Cl)Cl. The yield is 0.920. The reactants are [CH3:1][O:2][C:3]([C:5]1[CH:10]=[CH:9][C:8]([CH:11]([C:19]([O:21]C(C)(C)C)=[O:20])[C:12]([O:14]C(C)(C)C)=[O:13])=[CH:7][CH:6]=1)=[O:4]. The product is [CH3:1][O:2][C:3]([C:5]1[CH:6]=[CH:7][C:8]([CH:11]([C:19]([OH:21])=[O:20])[C:12]([OH:14])=[O:13])=[CH:9][CH:10]=1)=[O:4].